From a dataset of Catalyst prediction with 721,799 reactions and 888 catalyst types from USPTO. Predict which catalyst facilitates the given reaction. (1) Reactant: [C:1]([C:3]1[CH:4]([C:18]2[CH:23]=[CH:22][N:21]=[CH:20][CH:19]=2)[C:5]([C:14]([O:16][CH3:17])=[O:15])=[C:6]([CH3:13])[NH:7][C:8]=1[CH2:9][CH:10]([CH3:12])[CH3:11])#[N:2].[N+]([O-])([O-])=O.[Ce+3].[NH4+].[NH4+].[N+]([O-])([O-])=O.[N+]([O-])([O-])=O.[N+]([O-])([O-])=O.[N+]([O-])([O-])=O. Product: [C:1]([C:3]1[C:4]([C:18]2[CH:19]=[CH:20][N:21]=[CH:22][CH:23]=2)=[C:5]([C:14]([O:16][CH3:17])=[O:15])[C:6]([CH3:13])=[N:7][C:8]=1[CH2:9][CH:10]([CH3:11])[CH3:12])#[N:2]. The catalyst class is: 21. (2) Reactant: [O:1]=[CH:2][C@@H:3]([C@H:5]([C@@H:7]([CH2:9][OH:10])[OH:8])[OH:6])[OH:4]. Product: [CH2:2]([OH:1])[C@@H:3]([C@H:5]([C@@H:7]([CH2:9][OH:10])[OH:8])[OH:6])[OH:4]. The catalyst class is: 8.